Predict the reaction yield, written as a fraction of the theoretical maximum amount of product (1.0 means a 100% yield; for example, 0.34 means a 34% yield). From a dataset of Reaction yield outcomes from USPTO patents with 853,638 reactions. (1) The yield is 0.0400. The product is [Cl:10][C:7]1[CH:8]=[CH:9][C:4]([C:2]2([CH3:20])[CH2:1][CH:13]([I:17])[CH2:12][CH2:11][O:3]2)=[CH:5][CH:6]=1. The reactants are [CH3:1][C:2]([C:4]1[CH:9]=[CH:8][C:7]([Cl:10])=[CH:6][CH:5]=1)=[O:3].[CH2:11](O)[CH2:12][CH:13]=C.[Na+].[I-:17].Cl[Si](C)(C)[CH3:20]. The catalyst is CC#N. (2) The reactants are [C:1]([O:5][C:6]([N:8]1[CH2:12][CH2:11][C@H:10]([O:13][C:14]2[C:15]3[CH2:23][N:22](CC4C=CC=CC=4)[CH2:21][CH2:20][C:16]=3[N:17]=[CH:18][N:19]=2)[CH2:9]1)=[O:7])([CH3:4])([CH3:3])[CH3:2].C([O-])=O.C([NH+](CC)CC)C. The catalyst is CO.[OH-].[OH-].[Pd+2]. The product is [C:1]([O:5][C:6]([N:8]1[CH2:12][CH2:11][C@H:10]([O:13][C:14]2[C:15]3[CH2:23][NH:22][CH2:21][CH2:20][C:16]=3[N:17]=[CH:18][N:19]=2)[CH2:9]1)=[O:7])([CH3:4])([CH3:2])[CH3:3]. The yield is 0.940. (3) The reactants are [F:1][C:2]1[CH:7]=[C:6](I)[CH:5]=[CH:4][C:3]=1[N:9]1[CH:14]=[C:13]([O:15][CH3:16])[C:12](=[O:17])[C:11]([C:18]2[N:22]([C:23]3[CH:28]=[CH:27][CH:26]=[CH:25][CH:24]=3)[N:21]=[CH:20][CH:19]=2)=[N:10]1.[CH2:29]1[C:31]2([CH2:35][NH:34][C:33](=[O:36])[O:32]2)[CH2:30]1.N[C@@H]1CCCC[C@H]1N.[O-]P([O-])([O-])=O.[K+].[K+].[K+]. The catalyst is O1CCOCC1.CCOC(C)=O.[Cu]I. The product is [F:1][C:2]1[CH:7]=[C:6]([N:34]2[CH2:35][C:31]3([CH2:29][CH2:30]3)[O:32][C:33]2=[O:36])[CH:5]=[CH:4][C:3]=1[N:9]1[CH:14]=[C:13]([O:15][CH3:16])[C:12](=[O:17])[C:11]([C:18]2[N:22]([C:23]3[CH:28]=[CH:27][CH:26]=[CH:25][CH:24]=3)[N:21]=[CH:20][CH:19]=2)=[N:10]1. The yield is 0.720. (4) The reactants are [CH2:1]([NH:8][CH:9]1[CH2:14][CH2:13][NH:12][CH2:11][C:10]1([F:16])[F:15])[C:2]1[CH:7]=[CH:6][CH:5]=[CH:4][CH:3]=1.[I-].[Na+].C(N(CC)CC)C.Cl[CH2:27][CH2:28][CH2:29][O:30][C:31]1[CH:36]=[CH:35][C:34]([F:37])=[CH:33][CH:32]=1. No catalyst specified. The product is [CH2:1]([NH:8][CH:9]1[CH2:14][CH2:13][N:12]([CH2:27][CH2:28][CH2:29][O:30][C:31]2[CH:32]=[CH:33][C:34]([F:37])=[CH:35][CH:36]=2)[CH2:11][C:10]1([F:16])[F:15])[C:2]1[CH:3]=[CH:4][CH:5]=[CH:6][CH:7]=1. The yield is 0.490. (5) The reactants are [Cl:1][C:2]1[CH:7]=[C:6]([OH:8])[CH:5]=[CH:4][N:3]=1.C([O-])([O-])=O.[K+].[K+].Cl[C:16]([F:21])([F:20])C(O)=O. The catalyst is CN(C=O)C. The product is [Cl:1][C:2]1[CH:7]=[C:6]([O:8][CH:16]([F:21])[F:20])[CH:5]=[CH:4][N:3]=1. The yield is 0.110. (6) The reactants are [CH3:1][O:2][C:3]([C@@H:5]1[C@H:10]2[CH2:11][C@H:7]([CH:8]=[CH:9]2)[C@@H:6]1C(O)=O)=[O:4].C([N:17](CC)CC)C.Cl[C:23]([O:25][CH2:26][CH3:27])=[O:24].[N-]=[N+]=[N-].[Na+].[CH2:32](O)[C:33]1C=C[CH:36]=[CH:35][CH:34]=1. The catalyst is O1CCCC1.O.C1C=CC=CC=1.ClCCl. The product is [CH2:26]([O:25][C:23]([NH:17][C@H:6]1[C@@H:7]2[CH2:11][C@@H:10]([CH:9]=[CH:8]2)[C@H:5]1[C:3]([O:2][CH3:1])=[O:4])=[O:24])[C:27]1[CH:36]=[CH:35][CH:34]=[CH:33][CH:32]=1. The yield is 0.780. (7) The reactants are FC(F)(F)S(O[C:7]1[CH:16]=[CH:15][C:14]2[O:13][C@:12]3([CH3:21])[CH2:17][CH2:18][CH2:19][O:20][C@H:11]3[C@:10]3([C:25](=[O:26])[N:24]([CH3:27])[C:23](/[N:28]=C/N(C)C)=[N:22]3)[C:9]=2[CH:8]=1)(=O)=O.[Cl:35][C:36]1[CH:37]=[C:38](B(O)O)[CH:39]=[N:40][CH:41]=1.C([O-])([O-])=O.[Na+].[Na+]. The catalyst is C1C=CC([P]([Pd]([P](C2C=CC=CC=2)(C2C=CC=CC=2)C2C=CC=CC=2)([P](C2C=CC=CC=2)(C2C=CC=CC=2)C2C=CC=CC=2)[P](C2C=CC=CC=2)(C2C=CC=CC=2)C2C=CC=CC=2)(C2C=CC=CC=2)C2C=CC=CC=2)=CC=1.O1CCOCC1. The product is [NH2:28][C:23]1[N:24]([CH3:27])[C:25](=[O:26])[C@:10]2([N:22]=1)[C:9]1[CH:8]=[C:7]([C:38]3[CH:39]=[N:40][CH:41]=[C:36]([Cl:35])[CH:37]=3)[CH:16]=[CH:15][C:14]=1[O:13][C@:12]1([CH3:21])[CH2:17][CH2:18][CH2:19][O:20][C@@H:11]21. The yield is 0.100. (8) The reactants are [Br:1][C:2]1[CH:7]=[CH:6][CH:5]=[CH:4][C:3]=1[NH:8][C:9](=[O:14])[CH2:10][C:11](=O)[CH3:12].O. The catalyst is S(=O)(=O)(O)O. The product is [Br:1][C:2]1[CH:7]=[CH:6][CH:5]=[C:4]2[C:3]=1[NH:8][C:9](=[O:14])[CH:10]=[C:11]2[CH3:12]. The yield is 0.790. (9) The reactants are [F:1][C:2]([F:22])([F:21])[C:3]1[CH:4]=[C:5]([C:9]2[CH:10]=[CH:11][C:12]3[N:18]4[CH2:19][C@H:15]([CH2:16][CH2:17]4)[NH:14][C:13]=3[N:20]=2)[CH:6]=[CH:7][CH:8]=1.Cl[C:24](Cl)([O:26]C(=O)OC(Cl)(Cl)Cl)Cl.[CH3:35][C:36]1([CH3:50])[O:40][C@@H:39]([CH2:41][O:42][C:43]2[N:48]=[C:47]([NH2:49])[CH:46]=[CH:45][N:44]=2)[CH2:38][O:37]1.O. The catalyst is O1CCCC1. The product is [CH3:35][C:36]1([CH3:50])[O:40][C@@H:39]([CH2:41][O:42][C:43]2[N:48]=[C:47]([NH:49][C:24]([N:14]3[C@@H:15]4[CH2:19][N:18]([CH2:17][CH2:16]4)[C:12]4[CH:11]=[CH:10][C:9]([C:5]5[CH:6]=[CH:7][CH:8]=[C:3]([C:2]([F:21])([F:1])[F:22])[CH:4]=5)=[N:20][C:13]3=4)=[O:26])[CH:46]=[CH:45][N:44]=2)[CH2:38][O:37]1. The yield is 0.390.